The task is: Predict the reaction yield, written as a fraction of the theoretical maximum amount of product (1.0 means a 100% yield; for example, 0.34 means a 34% yield).. This data is from Reaction yield outcomes from USPTO patents with 853,638 reactions. (1) The reactants are [Br:1][C:2]1[CH:3]=[C:4]([CH:8]=[C:9](I)[CH:10]=1)[C:5]([O-:7])=[O:6].[C:12](=O)([O-])[O-].[Cs+].[Cs+].[S:18]1(=[O:25])(=[O:24])[CH2:23][CH2:22][CH2:21][CH2:20][NH:19]1. The catalyst is C1(C)C=CC=CC=1.C(OCC)(=O)C.C1C=CC(/C=C/C(/C=C/C2C=CC=CC=2)=O)=CC=1.C1C=CC(/C=C/C(/C=C/C2C=CC=CC=2)=O)=CC=1.C1C=CC(/C=C/C(/C=C/C2C=CC=CC=2)=O)=CC=1.[Pd].[Pd]. The product is [CH3:12][O:7][C:5](=[O:6])[C:4]1[CH:8]=[C:9]([N:19]2[CH2:20][CH2:21][CH2:22][CH2:23][S:18]2(=[O:25])=[O:24])[CH:10]=[C:2]([Br:1])[CH:3]=1. The yield is 0.840. (2) The catalyst is CC(C)=O. The yield is 0.750. The reactants are [C:1]([NH:4][C:5]([CH2:16][C:17]1[CH:22]=[CH:21][C:20]([C:23]([F:26])([F:25])[F:24])=[CH:19][CH:18]=1)(C(OCC)=O)[C:6]([O:8]CC)=[O:7])(=[O:3])[CH3:2].[OH-].[Na+]. The product is [C:1]([NH:4][CH:5]([CH2:16][C:17]1[CH:18]=[CH:19][C:20]([C:23]([F:24])([F:25])[F:26])=[CH:21][CH:22]=1)[C:6]([OH:8])=[O:7])(=[O:3])[CH3:2]. (3) The reactants are [CH2:1]1[CH2:10][O:9][CH:8]2[CH:3]([CH2:4][C:5]([C:13]3[CH:18]=[CH:17][CH:16]=[CH:15][CH:14]=3)([C:11]#N)[CH2:6][CH2:7]2)[O:2]1.CC(C[AlH]CC(C)C)C.Cl.C(=O)(O)[O-:30].[Na+]. The catalyst is C1(C)C=CC=CC=1. The product is [CH2:1]1[CH2:10][O:9][C:3]2([CH2:8][CH2:7][CH2:6][C:5]([C:13]3[CH:18]=[CH:17][CH:16]=[CH:15][CH:14]=3)([CH:11]=[O:30])[CH2:4]2)[O:2]1. The yield is 0.850. (4) The product is [Br:1][C:2]1[CH:12]=[C:5]2[C:6]([CH3:11])=[N:7][C:8]([CH3:10])=[CH:9][N:4]2[N:3]=1. The reactants are [Br:1][C:2]1[C:12](Br)=[C:5]2[C:6]([CH3:11])=[N:7][C:8]([CH3:10])=[CH:9][N:4]2[N:3]=1.C([Mg]Cl)(C)C. The catalyst is C1COCC1. The yield is 0.800. (5) The reactants are Br[C:2]1[C:10]2[C:5](=[CH:6][CH:7]=[CH:8][CH:9]=2)[NH:4][C:3]=1[C:11]1[CH:16]=[CH:15][CH:14]=[CH:13][CH:12]=1.[N+:17]([C:20]1[CH:21]=[C:22](B(O)O)[CH:23]=[CH:24][CH:25]=1)([O-:19])=[O:18].[OH-].[Ba+2].[OH-]. The catalyst is COCCOC.C1C=CC([P]([Pd]([P](C2C=CC=CC=2)(C2C=CC=CC=2)C2C=CC=CC=2)([P](C2C=CC=CC=2)(C2C=CC=CC=2)C2C=CC=CC=2)[P](C2C=CC=CC=2)(C2C=CC=CC=2)C2C=CC=CC=2)(C2C=CC=CC=2)C2C=CC=CC=2)=CC=1. The product is [N+:17]([C:20]1[CH:25]=[C:24]([C:2]2[C:10]3[C:5](=[CH:6][CH:7]=[CH:8][CH:9]=3)[NH:4][C:3]=2[C:11]2[CH:16]=[CH:15][CH:14]=[CH:13][CH:12]=2)[CH:23]=[CH:22][CH:21]=1)([O-:19])=[O:18]. The yield is 0.623. (6) The reactants are [Cl:1][C:2]1[N:7]=[C:6]([CH:8]2[O:12]C(=O)[N:10]([C:14]([O:16][C:17]([CH3:20])([CH3:19])[CH3:18])=[O:15])[CH:9]2[CH2:21][C:22]2[CH:27]=[CH:26][C:25]([C:28]([F:31])([F:30])[F:29])=[CH:24][CH:23]=2)[CH:5]=[CH:4][CH:3]=1.CO.[OH-].[Na+].O. The catalyst is CO. The product is [Cl:1][C:2]1[N:7]=[C:6]([CH:8]([OH:12])[CH:9]([NH:10][C:14](=[O:15])[O:16][C:17]([CH3:18])([CH3:20])[CH3:19])[CH2:21][C:22]2[CH:27]=[CH:26][C:25]([C:28]([F:31])([F:29])[F:30])=[CH:24][CH:23]=2)[CH:5]=[CH:4][CH:3]=1. The yield is 0.670.